Dataset: Full USPTO retrosynthesis dataset with 1.9M reactions from patents (1976-2016). Task: Predict the reactants needed to synthesize the given product. (1) Given the product [CH:10]([N:9]1[C:7](=[O:8])[C:6]2=[CH:5][N:4]([C:13]3[CH:14]=[N:15][CH:16]=[CH:17][CH:18]=3)[N:3]=[C:2]2[N:1]=[N:19]1)([CH3:12])[CH3:11], predict the reactants needed to synthesize it. The reactants are: [NH2:1][C:2]1[C:6]([C:7]([NH:9][CH:10]([CH3:12])[CH3:11])=[O:8])=[CH:5][N:4]([C:13]2[CH:14]=[N:15][CH:16]=[CH:17][CH:18]=2)[N:3]=1.[N:19]([O-])=O.[Na+].C(=O)(O)[O-].[Na+]. (2) The reactants are: [CH2:1]([O:5][C:6]1[CH:7]=[C:8]([CH:11]=[CH:12][CH:13]=1)[CH:9]=O)[CH:2]([CH3:4])[CH3:3].[OH:14][CH:15]1[CH2:19][CH2:18][NH:17][CH2:16]1. Given the product [CH2:1]([O:5][C:6]1[CH:7]=[C:8]([CH:11]=[CH:12][CH:13]=1)[CH2:9][N:17]1[CH2:18][CH2:19][CH:15]([OH:14])[CH2:16]1)[CH:2]([CH3:4])[CH3:3], predict the reactants needed to synthesize it. (3) Given the product [CH2:3]1[C:4]2[C:9](=[CH:8][CH:7]=[CH:6][CH:5]=2)[CH2:10][CH:2]1[NH:1][C:11](=[O:13])[CH3:12], predict the reactants needed to synthesize it. The reactants are: [NH2:1][CH:2]1[CH2:10][C:9]2[C:4](=[CH:5][CH:6]=[CH:7][CH:8]=2)[CH2:3]1.[C:11](OC(=O)C)(=[O:13])[CH3:12].C(N(CC)CC)C. (4) The reactants are: C(N(CC)CC)C.S(=O)(=O)(O)O.[CH3:13][NH:14][NH2:15].[CH3:16][O:17][C:18](=[O:25])[C:19]#[C:20][C:21](OC)=[O:22]. Given the product [OH:22][C:21]1[CH:20]=[C:19]([C:18]([O:17][CH3:16])=[O:25])[N:14]([CH3:13])[N:15]=1, predict the reactants needed to synthesize it. (5) Given the product [Cl:16][C:14]1[CH:13]=[CH:12][C:11]([O:17][CH2:18][CH:19]2[CH2:24][CH2:23][N:22]([CH3:25])[CH2:21][CH2:20]2)=[C:10]2[C:15]=1[C:2]1[CH:7]=[C:6]([CH3:8])[CH:5]=[N:4][C:3]=1[NH:9]2, predict the reactants needed to synthesize it. The reactants are: Br[C:2]1[C:3]([NH:9][C:10]2[CH:15]=[C:14]([Cl:16])[CH:13]=[CH:12][C:11]=2[O:17][CH2:18][CH:19]2[CH2:24][CH2:23][N:22]([CH3:25])[CH2:21][CH2:20]2)=[N:4][CH:5]=[C:6]([CH3:8])[CH:7]=1.C1CCN2C(=NCCC2)CC1. (6) Given the product [OH:24][CH:23]([CH2:25][NH:11][C:7]1[CH:8]=[CH:9][CH:10]=[C:5]([O:4][CH3:3])[CH:6]=1)[CH2:22][N:18]1[C:19]2[CH:20]=[CH:21][C:13]([CH3:12])=[CH:14][C:15]=2[C:16]2[CH2:29][N:28]([C:30]([O:32][CH2:33][CH3:34])=[O:31])[CH2:27][CH2:26][C:17]1=2, predict the reactants needed to synthesize it. The reactants are: [Li+].[Br-].[CH3:3][O:4][C:5]1[CH:10]=[CH:9][CH:8]=[C:7]([NH2:11])[CH:6]=1.[CH3:12][C:13]1[CH:21]=[CH:20][C:19]2[N:18]([CH2:22][CH:23]3[CH2:25][O:24]3)[C:17]3[CH2:26][CH2:27][N:28]([C:30]([O:32][CH2:33][CH3:34])=[O:31])[CH2:29][C:16]=3[C:15]=2[CH:14]=1.